This data is from Reaction yield outcomes from USPTO patents with 853,638 reactions. The task is: Predict the reaction yield, written as a fraction of the theoretical maximum amount of product (1.0 means a 100% yield; for example, 0.34 means a 34% yield). (1) The reactants are [C:1]([NH:4][C:5]1[CH:9]=[C:8]([C:10]2[CH:15]=[CH:14][C:13]([O:16]CC3C=CC([N+]([O-])=O)=CC=3)=[C:12]([O:27][CH3:28])[CH:11]=2)S[C:6]=1[C:29]([O:31][CH3:32])=[O:30])(=[O:3])[CH3:2]. The catalyst is [Ni].CCOC(C)=O. The product is [CH3:32][O:31][C:29](=[O:30])[CH2:6][CH:5]([CH2:9][CH2:8][C:10]1[CH:15]=[CH:14][C:13]([OH:16])=[C:12]([O:27][CH3:28])[CH:11]=1)[NH:4][C:1](=[O:3])[CH3:2]. The yield is 0.600. (2) The reactants are [C:1]([O:5][C:6]([N:8]1[CH2:13][CH2:12][N:11]2[C:14]([C:20]([F:23])([F:22])[F:21])=[N:15][C:16]([C:17]([OH:19])=O)=[C:10]2[CH2:9]1)=[O:7])([CH3:4])([CH3:3])[CH3:2].F[P-](F)(F)(F)(F)F.N1(OC(N(C)C)=[N+](C)C)C2C=CC=CC=2N=N1.[NH:48]1[CH2:53][CH2:52][O:51][CH2:50][CH2:49]1.C(N(CC)C(C)C)(C)C. The catalyst is CN(C)C=O. The product is [N:48]1([C:17]([C:16]2[N:15]=[C:14]([C:20]([F:22])([F:23])[F:21])[N:11]3[CH2:12][CH2:13][N:8]([C:6]([O:5][C:1]([CH3:4])([CH3:3])[CH3:2])=[O:7])[CH2:9][C:10]=23)=[O:19])[CH2:53][CH2:52][O:51][CH2:50][CH2:49]1. The yield is 1.00. (3) The reactants are [NH2:1][C:2]1[CH:7]=[C:6]([O:8][C:9]2[CH:14]=[CH:13][C:12]([NH:15][C:16]([NH:18][C:19](=[O:35])[CH2:20][C:21]3[CH:26]=[CH:25][CH:24]=[C:23]([O:27]CC4C=CC=CC=4)[CH:22]=3)=[O:17])=[CH:11][C:10]=2[F:36])[CH:5]=[CH:4][N:3]=1. The catalyst is CCOC(C)=O.CO.[Pd]. The product is [NH2:1][C:2]1[CH:7]=[C:6]([O:8][C:9]2[CH:14]=[CH:13][C:12]([NH:15][C:16]([NH:18][C:19](=[O:35])[CH2:20][C:21]3[CH:26]=[CH:25][CH:24]=[C:23]([OH:27])[CH:22]=3)=[O:17])=[CH:11][C:10]=2[F:36])[CH:5]=[CH:4][N:3]=1. The yield is 0.630. (4) The reactants are [CH3:1][O:2][C:3]1[CH:4]=[C:5]([N:12]2[CH2:17][CH2:16][CH:15]([N:18]3[CH2:23][CH2:22][N:21]([CH3:24])[CH2:20][CH2:19]3)[CH2:14][CH2:13]2)[CH:6]=[CH:7][C:8]=1[N+:9]([O-])=O.Cl. The catalyst is C(O)C.[Pd]. The product is [CH3:1][O:2][C:3]1[CH:4]=[C:5]([N:12]2[CH2:17][CH2:16][CH:15]([N:18]3[CH2:19][CH2:20][N:21]([CH3:24])[CH2:22][CH2:23]3)[CH2:14][CH2:13]2)[CH:6]=[CH:7][C:8]=1[NH2:9]. The yield is 0.880.